This data is from Full USPTO retrosynthesis dataset with 1.9M reactions from patents (1976-2016). The task is: Predict the reactants needed to synthesize the given product. (1) Given the product [F:34][C:33]([F:35])([F:36])[C:30]1[CH:29]=[CH:28][C:27]([C:23]2[CH:22]=[C:21]3[C:26]([C:17]([O:6][S:7]([C:10]([F:11])([F:12])[F:13])(=[O:8])=[O:9])=[CH:18][C:19]([C:37]([O:39][CH2:40][CH3:41])=[O:38])=[CH:20]3)=[CH:25][CH:24]=2)=[CH:32][CH:31]=1, predict the reactants needed to synthesize it. The reactants are: FC(F)(F)S([O:6][S:7]([C:10]([F:13])([F:12])[F:11])(=[O:9])=[O:8])(=O)=O.O[C:17]1[C:26]2[C:21](=[CH:22][C:23]([C:27]3[CH:32]=[CH:31][C:30]([C:33]([F:36])([F:35])[F:34])=[CH:29][CH:28]=3)=[CH:24][CH:25]=2)[CH:20]=[C:19]([C:37]([O:39][CH2:40][CH3:41])=[O:38])[CH:18]=1.N1C=CC=CC=1. (2) Given the product [C:12]1([C:10]([NH:9][CH2:8][P:6]([CH2:18][CH:19]([CH2:27][CH2:28][C:29]([OH:31])=[O:30])[C:20]([OH:22])=[O:21])([OH:7])=[O:5])=[O:11])[CH:17]=[CH:16][CH:15]=[CH:14][CH:13]=1, predict the reactants needed to synthesize it. The reactants are: C([O:5][P:6]([CH2:18][CH:19]([CH2:27][CH2:28][C:29]([O:31]C(C)(C)C)=[O:30])[C:20]([O:22]C(C)(C)C)=[O:21])([CH2:8][NH:9][C:10]([C:12]1[CH:17]=[CH:16][CH:15]=[CH:14][CH:13]=1)=[O:11])=[O:7])(C)(C)C.FC(F)(F)C(O)=O. (3) Given the product [C:23]([C:3]1[C:4]([NH:10][C:11]2[CH:12]=[C:13]([CH:19]=[CH:20][C:21]=2[CH3:22])[C:14]([NH:16][O:17][CH3:18])=[O:15])=[N:5][C:6]([S:8][CH3:9])=[N:7][C:2]=1[N:27]([CH2:28][C:29]([CH3:32])([CH3:31])[CH3:30])[CH3:26])#[N:24], predict the reactants needed to synthesize it. The reactants are: Cl[C:2]1[N:7]=[C:6]([S:8][CH3:9])[N:5]=[C:4]([NH:10][C:11]2[CH:12]=[C:13]([CH:19]=[CH:20][C:21]=2[CH3:22])[C:14]([NH:16][O:17][CH3:18])=[O:15])[C:3]=1[C:23]#[N:24].Cl.[CH3:26][NH:27][CH2:28][C:29]([CH3:32])([CH3:31])[CH3:30].CCN(C(C)C)C(C)C. (4) Given the product [CH2:34]([O:41][CH2:42][CH2:43][O:1][CH2:2][C:3]1[CH:8]=[CH:7][C:6]([CH:9]2[CH2:14][CH2:13][N:12]([C:15]([O:17][C:18]([CH3:21])([CH3:19])[CH3:20])=[O:16])[CH2:11][CH:10]2[O:22][CH2:23][C:24]2[CH:33]=[CH:32][C:31]3[C:26](=[CH:27][CH:28]=[CH:29][CH:30]=3)[CH:25]=2)=[CH:5][CH:4]=1)[C:35]1[CH:40]=[CH:39][CH:38]=[CH:37][CH:36]=1, predict the reactants needed to synthesize it. The reactants are: [OH:1][CH2:2][C:3]1[CH:8]=[CH:7][C:6]([CH:9]2[CH2:14][CH2:13][N:12]([C:15]([O:17][C:18]([CH3:21])([CH3:20])[CH3:19])=[O:16])[CH2:11][CH:10]2[O:22][CH2:23][C:24]2[CH:33]=[CH:32][C:31]3[C:26](=[CH:27][CH:28]=[CH:29][CH:30]=3)[CH:25]=2)=[CH:5][CH:4]=1.[CH2:34]([O:41][CH2:42][CH2:43]I)[C:35]1[CH:40]=[CH:39][CH:38]=[CH:37][CH:36]=1. (5) Given the product [CH2:1]([C:8]1([CH2:11][C@H:12]([CH2:16][C:17]([N:19]2[CH2:24][CH2:23][O:22][CH2:21][CH2:20]2)=[O:18])[C:13]([NH:32][C@H:33]([C:34]([C:36]2[N:40]=[C:39]([CH2:41][CH3:42])[O:38][N:37]=2)=[O:35])[CH2:43][CH3:44])=[O:14])[CH2:10][CH2:9]1)[C:2]1[CH:7]=[CH:6][CH:5]=[CH:4][CH:3]=1, predict the reactants needed to synthesize it. The reactants are: [CH2:1]([C:8]1([CH2:11][C@H:12]([CH2:16][C:17]([N:19]2[CH2:24][CH2:23][O:22][CH2:21][CH2:20]2)=[O:18])[C:13](O)=[O:14])[CH2:10][CH2:9]1)[C:2]1[CH:7]=[CH:6][CH:5]=[CH:4][CH:3]=1.FC(F)(F)C(O)=O.[NH2:32][CH:33]([CH2:43][CH3:44])[C@@H:34]([C:36]1[N:40]=[C:39]([CH2:41][CH3:42])[O:38][N:37]=1)[OH:35]. (6) Given the product [Cl:1][C:2]1[CH:7]=[CH:6][CH:5]=[CH:4][C:3]=1[C:8]1[NH:27][C:25](=[O:26])[C:24]([C:22]#[N:23])=[CH:10][C:9]=1[C:14]1[CH:15]=[CH:16][C:17]([Cl:20])=[CH:18][CH:19]=1, predict the reactants needed to synthesize it. The reactants are: [Cl:1][C:2]1[CH:7]=[CH:6][CH:5]=[CH:4][C:3]=1[C:8](=O)[C:9]([C:14]1[CH:19]=[CH:18][C:17]([Cl:20])=[CH:16][CH:15]=1)=[CH:10]N(C)C.[C:22]([CH2:24][C:25]([NH2:27])=[O:26])#[N:23].CO.[H-].[Na+]. (7) Given the product [C:11]1(=[O:18])[O:17][CH2:16][CH2:15][CH2:14][CH2:13][CH2:12]1.[CH3:1][CH:2]1[O:9][C:7](=[O:8])[CH:6]([CH3:10])[O:5][C:3]1=[O:4], predict the reactants needed to synthesize it. The reactants are: [CH3:1][CH:2]1[O:9][C:7](=[O:8])[CH:6]([CH3:10])[O:5][C:3]1=[O:4].[C:11]1(=[O:18])[O:17][CH2:16][CH2:15][CH2:14][CH2:13][CH2:12]1.C(O)CCCCCCCCCCC. (8) Given the product [Cl:1][C:2]1[CH:3]=[C:4]([CH:23]=[C:24]([O:26][CH2:28][C:29]2[CH:34]=[CH:33][N:32]=[CH:31][CH:30]=2)[CH:25]=1)[C:5]([NH:7][CH2:8][C:9]1[CH:14]=[CH:13][C:12]([C:15]#[N:16])=[CH:11][C:10]=1[O:17][CH2:18][C:19](=[O:22])[NH:20][CH3:21])=[O:6], predict the reactants needed to synthesize it. The reactants are: [Cl:1][C:2]1[CH:3]=[C:4]([CH:23]=[C:24]([OH:26])[CH:25]=1)[C:5]([NH:7][CH2:8][C:9]1[CH:14]=[CH:13][C:12]([C:15]#[N:16])=[CH:11][C:10]=1[O:17][CH2:18][C:19](=[O:22])[NH:20][CH3:21])=[O:6].O[CH2:28][C:29]1[CH:34]=[CH:33][N:32]=[CH:31][CH:30]=1.C1(P(C2C=CC=CC=2)C2C=CC=CC=2)C=CC=CC=1.CCOC(/N=N/C(OCC)=O)=O. (9) Given the product [C:22]([C:24]1[CH:25]=[C:26]([CH:27]=[CH:28][CH:29]=1)[CH2:30][O:20][C:17]1[CH:18]=[CH:19][C:14]([CH2:13][C:10]2[CH:9]=[C:8]([C:7]3[C:2]([NH2:1])=[N:3][C:4]([NH2:21])=[CH:5][CH:6]=3)[O:12][N:11]=2)=[CH:15][CH:16]=1)#[CH:23], predict the reactants needed to synthesize it. The reactants are: [NH2:1][C:2]1[C:7]([C:8]2[O:12][N:11]=[C:10]([CH2:13][C:14]3[CH:19]=[CH:18][C:17]([OH:20])=[CH:16][CH:15]=3)[CH:9]=2)=[CH:6][CH:5]=[C:4]([NH2:21])[N:3]=1.[C:22]([C:24]1[CH:25]=[C:26]([CH2:30]O)[CH:27]=[CH:28][CH:29]=1)#[CH:23].C1(P(C2C=CC=CC=2)C2C=CC=CC=2)C=CC=CC=1.N(C(OCC)=O)=NC(OCC)=O.